This data is from Catalyst prediction with 721,799 reactions and 888 catalyst types from USPTO. The task is: Predict which catalyst facilitates the given reaction. (1) Reactant: [O:1]=[C:2]1[CH2:7][NH:6][CH2:5][CH2:4][N:3]1[CH2:8][CH:9]1[CH2:18][CH2:17][CH2:16][C:15]2[CH:14]=[C:13]([C:19]#[N:20])[CH:12]=[CH:11][C:10]1=2.[BH3-]C#N.[Na+].CC(O)=O.[O:29]=[C:30]1[C:34]2[CH:35]=[CH:36][C:37]([CH2:39][CH:40]=O)=[CH:38][C:33]=2[CH2:32][O:31]1.C([O-])([O-])=O.[Na+].[Na+]. Product: [O:1]=[C:2]1[CH2:7][N:6]([CH2:40][CH2:39][C:37]2[CH:36]=[CH:35][C:34]3[C:30](=[O:29])[O:31][CH2:32][C:33]=3[CH:38]=2)[CH2:5][CH2:4][N:3]1[CH2:8][CH:9]1[CH2:18][CH2:17][CH2:16][C:15]2[CH:14]=[C:13]([C:19]#[N:20])[CH:12]=[CH:11][C:10]1=2. The catalyst class is: 5. (2) Reactant: [Cl:1][C:2]1[N:7]=[CH:6][C:5]([CH2:8][NH2:9])=[CH:4][CH:3]=1.Br[CH2:11][CH2:12][CH2:13][C:14]#[N:15].C(=O)([O-])[O-].[K+].[K+]. Product: [Cl:1][C:2]1[N:7]=[CH:6][C:5]([CH2:8][NH:9][CH2:11][CH2:12][CH2:13][C:14]#[N:15])=[CH:4][CH:3]=1. The catalyst class is: 9. (3) Reactant: [Al+3].[Cl-].[Cl-].[Cl-].C(NB)(C)(C)C.[CH2:11]([N:18]1[CH2:26][CH2:25][CH:24]2[CH:20]([C:21](=O)[C:22]3[CH:29]=[CH:28][S:27][C:23]=32)[CH2:19]1)[C:12]1[CH:17]=[CH:16][CH:15]=[CH:14][CH:13]=1.[Al+3].[Cl-].[Cl-].[Cl-].B.Cl.[OH-].[Na+]. The catalyst class is: 2. Product: [CH2:11]([N:18]1[CH2:26][CH2:25][CH:24]2[CH:20]([CH2:21][C:22]3[CH:29]=[CH:28][S:27][C:23]=32)[CH2:19]1)[C:12]1[CH:13]=[CH:14][CH:15]=[CH:16][CH:17]=1.